From a dataset of Experimental lipophilicity measurements (octanol/water distribution) for 4,200 compounds from AstraZeneca. Regression/Classification. Given a drug SMILES string, predict its absorption, distribution, metabolism, or excretion properties. Task type varies by dataset: regression for continuous measurements (e.g., permeability, clearance, half-life) or binary classification for categorical outcomes (e.g., BBB penetration, CYP inhibition). For this dataset (lipophilicity_astrazeneca), we predict Y. (1) The drug is O=C(NS(=O)(=O)c1ccccc1)N1CCC(N2CCC(Oc3ccc(Cl)c(Cl)c3)CC2)CC1. The Y is 1.50 logD. (2) The Y is 2.51 logD. The drug is CC(=O)N1CCN(c2ccc(NC(=O)c3nnc(Nc4ccccc4F)o3)cc2)CC1. (3) The molecule is Cc1c(-c2ccc3c(c2)OCO3)c(=O)n(C[C@H](N)c2ccccc2)c(=O)n1Cc1c(F)cccc1F. The Y is 2.67 logD. (4) The compound is COc1cc(C(=O)O)ccc1Cc1cn(C)c2ccc(NC(=O)CC3CCCC3)cc12. The Y is 2.00 logD. (5) The molecule is CCOc1ccc2oc(C(=O)NC(CCSC)c3nc4ncccc4[nH]3)c(C)c2c1. The Y is 4.23 logD. (6) The molecule is Cc1nc2ccc(Oc3ccc(F)cc3)cc2c(=O)n1C[C@H]1CCCN(C(C)C)C1. The Y is 2.40 logD.